From a dataset of Reaction yield outcomes from USPTO patents with 853,638 reactions. Predict the reaction yield, written as a fraction of the theoretical maximum amount of product (1.0 means a 100% yield; for example, 0.34 means a 34% yield). (1) The reactants are [C:1]([O:9][CH2:10][CH3:11])(=[O:8])[CH2:2][C:3]([O:5][CH2:6][CH3:7])=[O:4].[H-].[Na+].[CH2:14]([O:21][C:22]1[CH:27]=[C:26]([N+:28]([O-:30])=[O:29])[C:25](Br)=[CH:24][C:23]=1[CH:32]1[CH2:36][CH2:35][CH2:34][CH2:33]1)[C:15]1[CH:20]=[CH:19][CH:18]=[CH:17][CH:16]=1. The catalyst is CS(C)=O. The product is [CH2:14]([O:21][C:22]1[C:23]([CH:32]2[CH2:36][CH2:35][CH2:34][CH2:33]2)=[CH:24][C:25]([CH:2]([C:3]([O:5][CH2:6][CH3:7])=[O:4])[C:1]([O:9][CH2:10][CH3:11])=[O:8])=[C:26]([N+:28]([O-:30])=[O:29])[CH:27]=1)[C:15]1[CH:16]=[CH:17][CH:18]=[CH:19][CH:20]=1. The yield is 0.450. (2) The reactants are [OH:1][C:2]1[C:11](=[O:12])[C:10]2[C:5](=[CH:6][C:7]([O:13][CH2:14][C:15]3[CH:20]=[CH:19][CH:18]=[CH:17][CH:16]=3)=[CH:8][CH:9]=2)[O:4][C:3]=1[C:21]1[CH:26]=[CH:25][C:24]([O:27][CH2:28][C:29]2[CH:34]=[CH:33][CH:32]=[CH:31][CH:30]=2)=[C:23]([O:35][CH2:36][C:37]2[CH:42]=[CH:41][CH:40]=[CH:39][CH:38]=2)[CH:22]=1.[CH2:43]([O:50]C1C=C(C=CC=1OCC1C=CC=CC=1)C1OC2C(C(=O)C=1)=CC=C(OCCO)C=2)[C:44]1C=CC=CC=1. No catalyst specified. The product is [OH:50][CH2:43][CH2:44][O:1][C:2]1[C:11](=[O:12])[C:10]2[C:5](=[CH:6][C:7]([O:13][CH2:14][C:15]3[CH:16]=[CH:17][CH:18]=[CH:19][CH:20]=3)=[CH:8][CH:9]=2)[O:4][C:3]=1[C:21]1[CH:26]=[CH:25][C:24]([O:27][CH2:28][C:29]2[CH:30]=[CH:31][CH:32]=[CH:33][CH:34]=2)=[C:23]([O:35][CH2:36][C:37]2[CH:42]=[CH:41][CH:40]=[CH:39][CH:38]=2)[CH:22]=1. The yield is 0.960. (3) The reactants are I[C:2]1[C:3]([NH:11][CH:12]([CH3:14])[CH3:13])=[N:4][C:5]([S:9][CH3:10])=[N:6][C:7]=1[CH3:8].[C:15]([O:19][CH2:20][CH3:21])(=[O:18])[CH:16]=[CH2:17].C(N(CC)CC)C.C1(C)C=CC=CC=1P(C1C=CC=CC=1C)C1C=CC=CC=1C. The catalyst is C([O-])(=O)C.[Pd+2].C([O-])(=O)C.CC(N(C)C)=O. The product is [CH:12]([NH:11][C:3]1[C:2](/[CH:17]=[CH:16]/[C:15]([O:19][CH2:20][CH3:21])=[O:18])=[C:7]([CH3:8])[N:6]=[C:5]([S:9][CH3:10])[N:4]=1)([CH3:14])[CH3:13]. The yield is 0.340. (4) The reactants are Br[C:2]1[CH:7]=[CH:6][C:5]([F:8])=[CH:4][CH:3]=1.[Cl:9][C:10]1[CH:16]=[C:15]([F:17])[CH:14]=[CH:13][C:11]=1[NH2:12].CC(C)([O-])C.[K+].Cl.C(=O)([O-])[O-].[Na+].[Na+]. The catalyst is C1C=CC(/C=C/C(/C=C/C2C=CC=CC=2)=O)=CC=1.C1C=CC(/C=C/C(/C=C/C2C=CC=CC=2)=O)=CC=1.C1C=CC(/C=C/C(/C=C/C2C=CC=CC=2)=O)=CC=1.[Pd].[Pd].C(P(C(C)(C)C)C(C)(C)C)(C)(C)C.C1(C)C=CC=CC=1. The product is [Cl:9][C:10]1[CH:16]=[C:15]([F:17])[CH:14]=[CH:13][C:11]=1[NH:12][C:2]1[CH:7]=[CH:6][C:5]([F:8])=[CH:4][CH:3]=1. The yield is 0.790. (5) The reactants are [C:1]([O-:4])([OH:3])=[O:2].[Na+].[CH2:6]([O:8][C:9]([C:11]1[S:15][C:14]([NH2:16])=[N:13][C:12]=1[CH3:17])=[O:10])[CH3:7].ClC(O[CH2:22][C:23]1[CH:28]=[CH:27][CH:26]=[CH:25][CH:24]=1)=O. The catalyst is C1COCC1.ClCCl.O. The product is [CH2:6]([O:8][C:9]([C:11]1[S:15][C:14]([NH:16][O:2][C:1]([O:4][CH2:22][C:23]2[CH:28]=[CH:27][CH:26]=[CH:25][CH:24]=2)=[O:3])=[N:13][C:12]=1[CH3:17])=[O:10])[CH3:7]. The yield is 0.480. (6) The reactants are [CH3:1][O:2][C:3]1[CH:4]=[C:5]([C:18]2[CH:19]=[C:20]([C:25]3[CH:30]=[C:29]([C:31]4[CH:32]=[N:33][N:34]([CH3:36])[CH:35]=4)[N:28]=[CH:27][C:26]=3[NH2:37])[C:21](F)=[N:22][CH:23]=2)[CH:6]=[C:7]([O:16][CH3:17])[C:8]=1[CH2:9][N:10]1[CH2:15][CH2:14][CH2:13][CH2:12][CH2:11]1.C[Si]([N-][Si](C)(C)C)(C)C.[Na+]. The catalyst is C1COCC1. The product is [CH3:1][O:2][C:3]1[CH:4]=[C:5]([C:18]2[CH:23]=[N:22][C:21]3[NH:37][C:26]4[CH:27]=[N:28][C:29]([C:31]5[CH:32]=[N:33][N:34]([CH3:36])[CH:35]=5)=[CH:30][C:25]=4[C:20]=3[CH:19]=2)[CH:6]=[C:7]([O:16][CH3:17])[C:8]=1[CH2:9][N:10]1[CH2:15][CH2:14][CH2:13][CH2:12][CH2:11]1. The yield is 0.150.